The task is: Predict which catalyst facilitates the given reaction.. This data is from Catalyst prediction with 721,799 reactions and 888 catalyst types from USPTO. Reactant: [CH3:1][O:2][C:3]1[CH:4]=[C:5]([NH:11][S:12]([C:15]2[CH:20]=[CH:19][C:18](/[CH:21]=[CH:22]/[N:23]3[C:31](=[O:32])[C:30]4[C:25](=[CH:26][CH:27]=[CH:28][CH:29]=4)[C:24]3=[O:33])=[CH:17][CH:16]=2)(=[O:14])=[O:13])[CH:6]=[CH:7][C:8]=1[O:9][CH3:10].[H][H]. Product: [CH3:1][O:2][C:3]1[CH:4]=[C:5]([NH:11][S:12]([C:15]2[CH:16]=[CH:17][C:18]([CH2:21][CH2:22][N:23]3[C:31](=[O:32])[C:30]4[C:25](=[CH:26][CH:27]=[CH:28][CH:29]=4)[C:24]3=[O:33])=[CH:19][CH:20]=2)(=[O:14])=[O:13])[CH:6]=[CH:7][C:8]=1[O:9][CH3:10]. The catalyst class is: 696.